Dataset: Reaction yield outcomes from USPTO patents with 853,638 reactions. Task: Predict the reaction yield, written as a fraction of the theoretical maximum amount of product (1.0 means a 100% yield; for example, 0.34 means a 34% yield). (1) The reactants are [C:1]1([N:7]2[C:11]3([CH2:16][CH2:15][NH:14][CH2:13][CH2:12]3)[C:10](=[O:17])[NH:9][CH2:8]2)[CH:6]=[CH:5][CH:4]=[CH:3][CH:2]=1.[C:18]([O:22][C:23](O[C:23]([O:22][C:18]([CH3:21])([CH3:20])[CH3:19])=[O:24])=[O:24])([CH3:21])([CH3:20])[CH3:19].C(N(C(C)C)CC)(C)C. The catalyst is O1CCCC1.C(#N)C. The product is [C:18]([O:22][C:23]([N:14]1[CH2:13][CH2:12][C:11]2([N:7]([C:1]3[CH:2]=[CH:3][CH:4]=[CH:5][CH:6]=3)[CH2:8][NH:9][C:10]2=[O:17])[CH2:16][CH2:15]1)=[O:24])([CH3:21])([CH3:20])[CH3:19]. The yield is 0.910. (2) The reactants are [C:1]([C:3]1[CH:8]=[CH:7][CH:6]=[CH:5][C:4]=1[C:9]1[CH:14]=[CH:13][C:12]([CH2:15][CH:16]([C:22](=O)[CH2:23][CH2:24][CH3:25])[C:17](OCC)=[O:18])=[CH:11][CH:10]=1)#[N:2].[CH3:27][C:28]1([CH3:40])[CH2:33][CH:32]([NH:34][C:35]2[NH:39][CH:38]=[N:37][N:36]=2)[CH2:31][CH2:30][O:29]1. No catalyst specified. The product is [CH3:27][C:28]1([CH3:40])[CH2:33][CH:32]([N:34]2[C:17](=[O:18])[C:16]([CH2:15][C:12]3[CH:13]=[CH:14][C:9]([C:4]4[C:3]([C:1]#[N:2])=[CH:8][CH:7]=[CH:6][CH:5]=4)=[CH:10][CH:11]=3)=[C:22]([CH2:23][CH2:24][CH3:25])[N:36]3[N:37]=[CH:38][N:39]=[C:35]23)[CH2:31][CH2:30][O:29]1. The yield is 0.670. (3) The reactants are [CH3:1][O:2][C:3]([C:5]1[CH:13]=[C:12]2[C:8]([C:9]([CH:16]=[O:17])=[CH:10][N:11]2[CH2:14][CH3:15])=[CH:7][CH:6]=1)=[O:4].[O-:18][Mn](=O)(=O)=O.[K+]. The catalyst is CC(C)=O.O. The product is [CH3:1][O:2][C:3]([C:5]1[CH:13]=[C:12]2[C:8]([C:9]([C:16]([OH:18])=[O:17])=[CH:10][N:11]2[CH2:14][CH3:15])=[CH:7][CH:6]=1)=[O:4]. The yield is 0.790. (4) The reactants are [F:1][C:2]1[CH:3]=[C:4]([C:9](=[O:11])[CH3:10])[CH:5]=[CH:6][C:7]=1[OH:8].[Br:12]Br. The catalyst is Br.C(O)(=O)C. The product is [Br:12][CH2:10][C:9]([C:4]1[CH:5]=[CH:6][C:7]([OH:8])=[C:2]([F:1])[CH:3]=1)=[O:11]. The yield is 0.497. (5) The reactants are F[C:2]1[CH:7]=[CH:6][C:5]([I:8])=[CH:4][N:3]=1.[C:9]1([C:15]2[CH:16]=[N:17][NH:18][CH:19]=2)[CH:14]=[CH:13][CH:12]=[CH:11][CH:10]=1.C(=O)([O-])[O-].[K+].[K+]. The catalyst is CN(C)C=O. The product is [I:8][C:5]1[CH:6]=[CH:7][C:2]([N:17]2[CH:16]=[C:15]([C:9]3[CH:14]=[CH:13][CH:12]=[CH:11][CH:10]=3)[CH:19]=[N:18]2)=[N:3][CH:4]=1. The yield is 0.940. (6) The reactants are [C:1]([C:3]1[CH:11]=[CH:10][C:6]([C:7](O)=[O:8])=[CH:5][N:4]=1)#[N:2].CCN(CC)CC.ClC(OCC)=O.[BH4-].[Na+]. The catalyst is C1COCC1. The product is [OH:8][CH2:7][C:6]1[CH:10]=[CH:11][C:3]([C:1]#[N:2])=[N:4][CH:5]=1. The yield is 0.200.